This data is from Catalyst prediction with 721,799 reactions and 888 catalyst types from USPTO. The task is: Predict which catalyst facilitates the given reaction. (1) Product: [C:7]([O:11][C:12]([N:14]1[CH2:18][CH:17]([CH2:19][C:20](=[O:21])[N:1]2[CH2:6][CH2:5][CH2:4][CH2:3][CH2:2]2)[CH2:16][C@@H:15]1[C@H:23]1[O:27][C:26]([CH3:29])([CH3:28])[N:25]([C:30](=[O:32])[CH3:31])[C@H:24]1[CH2:33][C:34]1[CH:35]=[C:36]([F:41])[CH:37]=[C:38]([F:40])[CH:39]=1)=[O:13])([CH3:8])([CH3:9])[CH3:10]. Reactant: [NH:1]1[CH2:6][CH2:5][CH2:4][CH2:3][CH2:2]1.[C:7]([O:11][C:12]([N:14]1[CH2:18][CH:17]([CH2:19][C:20](O)=[O:21])[CH2:16][C@@H:15]1[C@H:23]1[O:27][C:26]([CH3:29])([CH3:28])[N:25]([C:30](=[O:32])[CH3:31])[C@H:24]1[CH2:33][C:34]1[CH:39]=[C:38]([F:40])[CH:37]=[C:36]([F:41])[CH:35]=1)=[O:13])([CH3:10])([CH3:9])[CH3:8].F[P-](F)(F)(F)(F)F.Br[P+](N1CCCC1)(N1CCCC1)N1CCCC1.CN(C1C=CC=CN=1)C.C(N(CC)CC)C. The catalyst class is: 4. (2) Reactant: [OH:1][CH2:2][C:3]([OH:5])=O.C1C=CC2N(O)N=NC=2C=1.C(Cl)CCl.[NH2:20][C@H:21]1[C:29]2[C:24](=[C:25]([C:30]3[N:34]=[C:33]([C:35]4[CH:36]=[CH:37][C:38]([O:43][CH:44]([CH3:46])[CH3:45])=[C:39]([CH:42]=4)[C:40]#[N:41])[O:32][N:31]=3)[CH:26]=[CH:27][CH:28]=2)[CH2:23][CH2:22]1. Product: [C:40]([C:39]1[CH:42]=[C:35]([C:33]2[O:32][N:31]=[C:30]([C:25]3[CH:26]=[CH:27][CH:28]=[C:29]4[C:24]=3[CH2:23][CH2:22][C@H:21]4[NH:20][C:3](=[O:5])[CH2:2][OH:1])[N:34]=2)[CH:36]=[CH:37][C:38]=1[O:43][CH:44]([CH3:46])[CH3:45])#[N:41]. The catalyst class is: 499. (3) Reactant: Cl.Cl.[NH2:3][CH2:4][CH2:5][N:6]1[C:14]2[C:13]([NH:15][C:16]3[CH:21]=[CH:20][C:19]([O:22][C:23]4[C:28]5[CH:29]=[N:30][S:31][C:27]=5[CH:26]=[CH:25][CH:24]=4)=[C:18]([CH3:32])[CH:17]=3)=[N:12][CH:11]=[N:10][C:9]=2[CH:8]=[CH:7]1.[CH3:33][C:34]([CH3:45])([CH3:44])[C:35](O[C:35](=[O:36])[C:34]([CH3:45])([CH3:44])[CH3:33])=[O:36].C(N(CC)CC)C.CN(C)C=O. Product: [S:31]1[C:27]2[CH:26]=[CH:25][CH:24]=[C:23]([O:22][C:19]3[CH:20]=[CH:21][C:16]([NH:15][C:13]4[C:14]5[N:6]([CH2:5][CH2:4][NH:3][C:35](=[O:36])[C:34]([CH3:45])([CH3:44])[CH3:33])[CH:7]=[CH:8][C:9]=5[N:10]=[CH:11][N:12]=4)=[CH:17][C:18]=3[CH3:32])[C:28]=2[CH:29]=[N:30]1. The catalyst class is: 6. (4) Reactant: O[CH:2]1[CH2:6][CH2:5][N:4]([C:7]2[CH:8]=[C:9]3[N:25]([CH3:26])[CH:24]=[CH:23][C:10]3=[N:11][C:12]=2[C@@H:13]([NH:15][C:16](=[O:22])[O:17][C:18]([CH3:21])([CH3:20])[CH3:19])[CH3:14])[CH2:3]1.[C:27]1(=[O:37])[C:35]2[C:30](=[CH:31][CH:32]=[CH:33][CH:34]=2)[C:29](=[O:36])[NH:28]1.C1C=CC(P(C2C=CC=CC=2)C2C=CC=CC=2)=CC=1.N(C(OCC)=O)=NC(OCC)=O. Product: [O:37]=[C:27]1[C:35]2[C:30](=[CH:31][CH:32]=[CH:33][CH:34]=2)[C:29](=[O:36])[N:28]1[CH:2]1[CH2:6][CH2:5][N:4]([C:7]2[CH:8]=[C:9]3[N:25]([CH3:26])[CH:24]=[CH:23][C:10]3=[N:11][C:12]=2[C@@H:13]([NH:15][C:16](=[O:22])[O:17][C:18]([CH3:20])([CH3:19])[CH3:21])[CH3:14])[CH2:3]1. The catalyst class is: 1.